This data is from Full USPTO retrosynthesis dataset with 1.9M reactions from patents (1976-2016). The task is: Predict the reactants needed to synthesize the given product. (1) Given the product [CH:18]1[C:19]2[CH2:22][C:21]3[C:20](=[CH:29][CH:28]=[CH:27][CH:26]=3)[C:14]=2[CH:15]=[CH:16][CH:17]=1, predict the reactants needed to synthesize it. The reactants are: BrC1C=CC(Br)=CC=1.C([Li])CCC.[C:14]1([C:20]2[CH:29]=[CH:28][CH:27]=[CH:26][C:21]=2[C:22](OC)=O)[CH:19]=[CH:18][CH:17]=[CH:16][CH:15]=1.CCOCC. (2) Given the product [C:34]([C:33]1[CH:32]=[CH:31][C:30]([C:36]2[CH:41]=[CH:40][C:39]([C:16]3[NH:20][C:19]4[CH:21]=[CH:22][C:23]([C:25]#[N:26])=[CH:24][C:18]=4[N:17]=3)=[CH:38][CH:37]=2)=[CH:29][C:28]=1[F:27])#[N:35], predict the reactants needed to synthesize it. The reactants are: C(C1C=CC(C2C=CC(O)=C([C:16]3[NH:20][C:19]4[CH:21]=[CH:22][C:23]([C:25]#[N:26])=[CH:24][C:18]=4[N:17]=3)C=2)=CC=1)#N.[F:27][C:28]1[CH:29]=[C:30]([C:36]2[CH:41]=[CH:40][C:39](C=O)=[CH:38][CH:37]=2)[CH:31]=[CH:32][C:33]=1[C:34]#[N:35].C(C1C=C(C2C=CC=C(C#N)C=2)C=CC=1O)=O.C(C1C=CC(C2C=C(OC)C(O)=C(C3NC4C=CC(C#N)=CC=4N=3)C=2)=CC=1)#N. (3) Given the product [O:46]1[CH2:50][CH2:49][CH:48]([CH2:51][NH:52][C:11]([C:8]2[CH:7]=[C:6]([CH2:5][C:4]3[CH:14]=[CH:15][CH:16]=[C:2]([F:1])[CH:3]=3)[O:10][N:9]=2)=[O:13])[CH2:47]1, predict the reactants needed to synthesize it. The reactants are: [F:1][C:2]1[CH:3]=[C:4]([CH:14]=[CH:15][CH:16]=1)[CH2:5][C:6]1[O:10][N:9]=[C:8]([C:11]([OH:13])=O)[CH:7]=1.ON1C2C=CC=CC=2N=N1.Cl.C(N=C=NCCCN(C)C)C.C(N(CC)CC)C.[O:46]1[CH2:50][CH2:49][CH:48]([CH2:51][NH2:52])[CH2:47]1. (4) The reactants are: [Br:1][C:2]1[CH:7]=[CH:6][C:5]([C:8]([C:10]2[CH:15]=[CH:14][C:13]([F:16])=[CH:12][CH:11]=2)=O)=[C:4]([F:17])[CH:3]=1.[C:18]([O:22][C:23]([CH3:26])([CH3:25])[CH3:24])(=[O:21])[NH:19][NH2:20].C(O)(=O)C. Given the product [Br:1][C:2]1[CH:7]=[CH:6][C:5](/[C:8](/[C:10]2[CH:15]=[CH:14][C:13]([F:16])=[CH:12][CH:11]=2)=[N:20]\[NH:19][C:18]([O:22][C:23]([CH3:26])([CH3:25])[CH3:24])=[O:21])=[C:4]([F:17])[CH:3]=1, predict the reactants needed to synthesize it.